This data is from Forward reaction prediction with 1.9M reactions from USPTO patents (1976-2016). The task is: Predict the product of the given reaction. (1) Given the reactants I[C:2]1[C:10]2[C:5](=[CH:6][C:7]([CH:11]=[O:12])=[CH:8][CH:9]=2)[N:4]([CH2:13][O:14][CH2:15][CH2:16][Si:17]([CH3:20])([CH3:19])[CH3:18])[N:3]=1.[CH3:21][C:22]1[N:23]=[CH:24][S:25][C:26]=1[CH:27]=[CH2:28].C(N(C(C)C)C(C)C)C, predict the reaction product. The product is: [CH3:21][C:22]1[N:23]=[CH:24][S:25][C:26]=1/[CH:27]=[CH:28]/[C:2]1[C:10]2[C:5](=[CH:6][C:7]([CH:11]=[O:12])=[CH:8][CH:9]=2)[N:4]([CH2:13][O:14][CH2:15][CH2:16][Si:17]([CH3:20])([CH3:19])[CH3:18])[N:3]=1. (2) The product is: [CH3:1][C:2]([O:4][C@H:5]1[C:14]2[C@@:15]3([CH3:30])[C@@H:26]([CH2:27][O:28][CH3:29])[O:25][C:23](=[O:24])[C:17]4=[CH:18][O:19][C:20]([C:21](=[O:22])[C:13]=2[C@@H:8]2[CH2:9][CH2:10][C:11](=[O:12])[C@@:7]2([CH3:31])[CH2:6]1)=[C:16]34)=[O:3]. Given the reactants [CH3:1][C:2]([O:4][C@H:5]1[C:14]2[C@@:15]3([CH3:30])[C@@H:26]([CH2:27][O:28][CH3:29])[O:25][C:23](=[O:24])[C:17]4=[CH:18][O:19][C:20]([C:21](=[O:22])[C:13]=2[C@@H:8]2[CH2:9][CH2:10][C@H:11]([OH:12])[C@@:7]2([CH3:31])[CH2:6]1)=[C:16]34)=[O:3], predict the reaction product. (3) Given the reactants [C:1]1([CH2:7][CH2:8][C@H:9]([O:28][CH:29]2[CH2:34][CH2:33][CH2:32][CH2:31][O:30]2)/[CH:10]=[CH:11]/[C@@H:12]2[C@@H:19]3[C@@H:15]([O:16][C:17](=[O:20])[CH2:18]3)[CH2:14][C@H:13]2[O:21][CH:22]2[CH2:27][CH2:26][CH2:25][CH2:24][O:23]2)[CH:6]=[CH:5][CH:4]=[CH:3][CH:2]=1.CC(C[AlH]CC(C)C)C, predict the reaction product. The product is: [C:1]1([CH2:7][CH2:8][C@H:9]([O:28][CH:29]2[CH2:34][CH2:33][CH2:32][CH2:31][O:30]2)/[CH:10]=[CH:11]/[C@@H:12]2[C@@H:19]3[C@@H:15]([O:16][CH:17]([OH:20])[CH2:18]3)[CH2:14][C@H:13]2[O:21][CH:22]2[CH2:27][CH2:26][CH2:25][CH2:24][O:23]2)[CH:2]=[CH:3][CH:4]=[CH:5][CH:6]=1. (4) Given the reactants [O:1]=[C:2]1[N:8]([CH2:9][C:10]([O:12]C(C)(C)C)=[O:11])[C:7]2[CH:17]=[CH:18][CH:19]=[CH:20][C:6]=2[N:5]([C:21]2[CH:26]=[CH:25][CH:24]=[CH:23][CH:22]=2)[C:4](=[O:27])[CH2:3]1, predict the reaction product. The product is: [O:1]=[C:2]1[N:8]([CH2:9][C:10]([OH:12])=[O:11])[C:7]2[CH:17]=[CH:18][CH:19]=[CH:20][C:6]=2[N:5]([C:21]2[CH:26]=[CH:25][CH:24]=[CH:23][CH:22]=2)[C:4](=[O:27])[CH2:3]1. (5) Given the reactants O.OC(CCCC[C@H]1[C@@H]2[C@@H](NC(N2)=O)CS1)=O.[OH:18][C:19]([C@@:21]1([O:33][C@@H:32]([C@@H:34]([C@@H:36]([CH2:38][OH:39])[OH:37])[OH:35])[C@H:26]([NH:27][C:28]([CH2:30][OH:31])=[O:29])[C@@H:24]([OH:25])[CH2:23]1)[OH:22])=[O:20], predict the reaction product. The product is: [OH:20][C:19]([C:21]1([O:33][C@@H:32]([C@@H:34]([C@@H:36]([CH2:38][OH:39])[OH:37])[OH:35])[C@H:26]([NH:27][C:28]([CH2:30][OH:31])=[O:29])[C@@H:24]([OH:25])[CH2:23]1)[OH:22])=[O:18]. (6) Given the reactants [CH3:1][C@H:2]([NH2:10])[CH2:3][C:4]1[CH:9]=[CH:8][CH:7]=[CH:6][CH:5]=1.C[C@H](N)CC1C=CC=CC=1.OS(O)(=O)=O.[NH:26]([C:55]([O:57][C:58]([CH3:61])([CH3:60])[CH3:59])=[O:56])[C@H:27]([C:52](O)=[O:53])[CH2:28][CH2:29][CH2:30][NH:31][C:32](=[NH:51])[NH:33][S:34]([C:37]1[C:49]([CH3:50])=[C:48]2[C:42]([O:43][C:44]([CH2:47]2)([CH3:46])[CH3:45])=[C:40]([CH3:41])[C:38]=1[CH3:39])(=[O:36])=[O:35].CN(C(ON1N=NC2C=CC=NC1=2)=[N+](C)C)C.F[P-](F)(F)(F)(F)F.CCN(C(C)C)C(C)C, predict the reaction product. The product is: [C:58]([O:57][C:55](=[O:56])[NH:26][CH:27]([C:52](=[O:53])[NH:10][C@H:2]([CH3:1])[CH2:3][C:4]1[CH:9]=[CH:8][CH:7]=[CH:6][CH:5]=1)[CH2:28][CH2:29][CH2:30][NH:31]/[C:32](/[NH2:51])=[N:33]/[S:34]([C:37]1[C:38]([CH3:39])=[C:40]([CH3:41])[C:42]2[O:43][C:44]([CH3:46])([CH3:45])[CH2:47][C:48]=2[C:49]=1[CH3:50])(=[O:36])=[O:35])([CH3:61])([CH3:59])[CH3:60].